Dataset: Full USPTO retrosynthesis dataset with 1.9M reactions from patents (1976-2016). Task: Predict the reactants needed to synthesize the given product. (1) Given the product [F:52][C:53]1[CH:54]=[C:55]([CH:56]=[CH:57][CH:58]=1)[O:59][C:2]1[C:3]([N:20]2[CH2:25][CH2:24][N:23]([C:26]([O:28][C:29]([CH3:32])([CH3:31])[CH3:30])=[O:27])[CH2:22][CH2:21]2)=[C:4]2[CH:10]=[N:9][N:8]([CH2:11][C:12]3[CH:17]=[CH:16][C:15]([O:18][CH3:19])=[CH:14][CH:13]=3)[C:5]2=[N:6][CH:7]=1, predict the reactants needed to synthesize it. The reactants are: I[C:2]1[C:3]([N:20]2[CH2:25][CH2:24][N:23]([C:26]([O:28][C:29]([CH3:32])([CH3:31])[CH3:30])=[O:27])[CH2:22][CH2:21]2)=[C:4]2[CH:10]=[N:9][N:8]([CH2:11][C:12]3[CH:17]=[CH:16][C:15]([O:18][CH3:19])=[CH:14][CH:13]=3)[C:5]2=[N:6][CH:7]=1.CC(C)(C(=O)CC(=O)C(C)(C)C)C.C([O-])([O-])=O.[Cs+].[Cs+].[F:52][C:53]1[CH:54]=[C:55]([OH:59])[CH:56]=[CH:57][CH:58]=1. (2) Given the product [OH:8][C:7]1[C:6]2[C:5]([C:12]3[O:13][CH:14]=[CH:15][CH:16]=3)=[CH:4][S:3][C:2]=2[N:1]=[CH:17][N:19]=1, predict the reactants needed to synthesize it. The reactants are: [NH2:1][C:2]1[S:3][CH:4]=[C:5]([C:12]2[O:13][CH:14]=[CH:15][CH:16]=2)[C:6]=1[C:7](OCC)=[O:8].[CH:17]([NH2:19])=O. (3) The reactants are: C(OC([N:8]1[CH2:12][CH2:11][CH:10]([O:13][C:14](=[O:16])[CH3:15])[CH:9]1[CH2:17][C:18]1[C:26]2[C:21](=[CH:22][CH:23]=[CH:24][CH:25]=2)[NH:20][CH:19]=1)=O)(C)(C)C.C(O)(C(F)(F)F)=O. Given the product [NH:20]1[C:21]2[C:26](=[CH:25][CH:24]=[CH:23][CH:22]=2)[C:18]([CH2:17][CH:9]2[CH:10]([O:13][C:14](=[O:16])[CH3:15])[CH2:11][CH2:12][NH:8]2)=[CH:19]1, predict the reactants needed to synthesize it. (4) Given the product [N:34]1[CH:35]=[CH:36][C:31]([NH:30][C:22](=[O:23])[C:21]2[CH:25]=[CH:26][CH:27]=[C:19]([C:10]3[C:11]4[C:6](=[CH:5][C:4]([O:3][CH3:2])=[C:13]5[O:14][C:15]([CH3:18])([CH3:17])[CH2:16][C:12]5=4)[CH2:7][C:8]([CH3:29])([CH3:28])[N:9]=3)[CH:20]=2)=[CH:32][CH:33]=1, predict the reactants needed to synthesize it. The reactants are: Cl.[CH3:2][O:3][C:4]1[CH:5]=[C:6]2[C:11](=[C:12]3[CH2:16][C:15]([CH3:18])([CH3:17])[O:14][C:13]=13)[C:10]([C:19]1[CH:20]=[C:21]([CH:25]=[CH:26][CH:27]=1)[C:22](Cl)=[O:23])=[N:9][C:8]([CH3:29])([CH3:28])[CH2:7]2.[NH2:30][C:31]1[CH:36]=[CH:35][N:34]=[CH:33][CH:32]=1.C(=O)([O-])O.[Na+]. (5) The reactants are: C1(C2C(O[C@@H]3CCCN(CC4C=C(Cl)C=C(Cl)C=4)C3)=CC(F)=C(C=2)C(O)=O)CC1.[CH:30]1([C:33]2[C:34]([O:43][CH2:44][CH:45]3[CH2:50][CH2:49][N:48]([CH2:51][C:52]4[CH:57]=[C:56]([C:58]([F:61])([F:60])[F:59])[CH:55]=[C:54]([CH:62]5[CH2:64][CH2:63]5)[N:53]=4)[CH2:47][CH2:46]3)=[CH:35][C:36]([F:42])=[C:37]([CH:41]=2)[C:38](O)=[O:39])[CH2:32][CH2:31]1.C1(S(N)(=O)=O)CC1.[CH2:72]([S:74]([NH2:77])(=[O:76])=[O:75])[CH3:73]. Given the product [CH:30]1([C:33]2[C:34]([O:43][CH2:44][CH:45]3[CH2:46][CH2:47][N:48]([CH2:51][C:52]4[CH:57]=[C:56]([C:58]([F:61])([F:60])[F:59])[CH:55]=[C:54]([CH:62]5[CH2:64][CH2:63]5)[N:53]=4)[CH2:49][CH2:50]3)=[CH:35][C:36]([F:42])=[C:37]([CH:41]=2)[C:38]([NH:77][S:74]([CH2:72][CH3:73])(=[O:76])=[O:75])=[O:39])[CH2:31][CH2:32]1, predict the reactants needed to synthesize it. (6) Given the product [F:1][C:2]1[CH:3]=[CH:4][C:5]([N:8]2[C:12]([CH2:13][CH:14]([CH3:15])[CH3:16])=[CH:11][C:10]([CH2:17][NH:18][S:36]([C:34]3[CH:33]=[CH:32][CH:31]=[C:30]4[C:35]=3[N:26]=[CH:27][CH:28]=[CH:29]4)(=[O:37])=[O:38])=[N:9]2)=[CH:6][CH:7]=1, predict the reactants needed to synthesize it. The reactants are: [F:1][C:2]1[CH:7]=[CH:6][C:5]([N:8]2[C:12]([CH2:13][CH:14]([CH3:16])[CH3:15])=[CH:11][C:10]([CH2:17][NH2:18])=[N:9]2)=[CH:4][CH:3]=1.C(N(CC)CC)C.[N:26]1[C:35]2[C:30](=[CH:31][CH:32]=[CH:33][C:34]=2[S:36](Cl)(=[O:38])=[O:37])[CH:29]=[CH:28][CH:27]=1. (7) Given the product [CH3:15][N:10]1[C:11]2[C:7](=[C:6]([CH:3]3[CH2:4][CH2:5][O:1][CH2:2]3)[CH:14]=[CH:13][CH:12]=2)[C:8]2([C:20]3=[CH:21][C:22]4[O:26][CH2:25][O:24][C:23]=4[CH:27]=[C:19]3[O:18][CH2:17]2)[C:9]1=[O:16], predict the reactants needed to synthesize it. The reactants are: [O:1]1[CH:5]=[CH:4][C:3]([C:6]2[CH:14]=[CH:13][CH:12]=[C:11]3[C:7]=2[C:8]2([C:20]4=[CH:21][C:22]5[O:26][CH2:25][O:24][C:23]=5[CH:27]=[C:19]4[O:18][CH2:17]2)[C:9](=[O:16])[N:10]3[CH3:15])=[CH:2]1.[H][H]. (8) Given the product [C:1]([C:3]1[CH:4]=[C:5]([CH:33]=[C:34]([OH:36])[CH:35]=1)[C:6]([NH:8][C:9]1[C:10]([CH3:32])=[C:11]2[C:17]([CH:18]3[CH2:23][CH2:22][N:21]([C:24]([CH:26]4[CH2:30][CH2:29][CH2:28][CH2:27]4)=[O:25])[CH2:20][CH2:19]3)=[CH:16][N:15]([CH3:31])[C:12]2=[N:13][CH:14]=1)=[O:7])#[N:2], predict the reactants needed to synthesize it. The reactants are: [C:1]([C:3]1[CH:4]=[C:5]([CH:33]=[C:34]([O:36]C)[CH:35]=1)[C:6]([NH:8][C:9]1[C:10]([CH3:32])=[C:11]2[C:17]([CH:18]3[CH2:23][CH2:22][N:21]([C:24]([CH:26]4[CH2:30][CH2:29][CH2:28][CH2:27]4)=[O:25])[CH2:20][CH2:19]3)=[CH:16][N:15]([CH3:31])[C:12]2=[N:13][CH:14]=1)=[O:7])#[N:2].B(Br)(Br)Br.